This data is from Forward reaction prediction with 1.9M reactions from USPTO patents (1976-2016). The task is: Predict the product of the given reaction. (1) Given the reactants [C:1]([C:4]1[C:5](=[O:12])[NH:6][C:7]([CH3:11])=[CH:8][C:9]=1[OH:10])(=[O:3])[CH3:2].[CH3:13][O:14][C:15]([CH2:17][O:18][C:19]1[CH:20]=[C:21]([CH:24]=[CH:25][CH:26]=1)[CH:22]=O)=[O:16].O, predict the reaction product. The product is: [OH:10][C:9]1[CH:8]=[C:7]([CH3:11])[NH:6][C:5](=[O:12])[C:4]=1[C:1](=[O:3])[CH:2]=[CH:22][C:21]1[CH:24]=[CH:25][CH:26]=[C:19]([O:18][CH2:17][C:15]([O:14][CH3:13])=[O:16])[CH:20]=1. (2) Given the reactants [CH3:1][O:2][C:3](=[O:24])[C@@H:4]([CH3:23])[NH:5][S:6]([C:9]1[CH:14]=[CH:13][C:12]([S:15][C:16]2[CH:21]=[CH:20][C:19]([CH3:22])=[CH:18][CH:17]=2)=[CH:11][CH:10]=1)(=[O:8])=[O:7].Cl.Cl[CH2:27][CH2:28][N:29]1[CH2:34][CH2:33][O:32][CH2:31][CH2:30]1.C(=O)([O-])[O-].[K+].[K+].O, predict the reaction product. The product is: [N:29]1([CH2:28][CH2:27][N:5]([S:6]([C:9]2[CH:10]=[CH:11][C:12]([S:15][C:16]3[CH:21]=[CH:20][C:19]([CH3:22])=[CH:18][CH:17]=3)=[CH:13][CH:14]=2)(=[O:8])=[O:7])[C@@H:4]([C:3]([O:2][CH3:1])=[O:24])[CH3:23])[CH2:34][CH2:33][O:32][CH2:31][CH2:30]1. (3) Given the reactants [NH:1]1[CH2:6][CH2:5][O:4][CH2:3][CH2:2]1.Cl[C:8]1[N:13]=[CH:12][C:11]2[C:14](=[C:19]3[C:27]4[C:22](=[CH:23][CH:24]=[CH:25][CH:26]=4)[NH:21][C:20]3=[O:28])[O:15][CH:16]([CH2:17][CH3:18])[C:10]=2[CH:9]=1, predict the reaction product. The product is: [CH2:17]([CH:16]1[C:10]2[CH:9]=[C:8]([N:1]3[CH2:6][CH2:5][O:4][CH2:3][CH2:2]3)[N:13]=[CH:12][C:11]=2[C:14](=[C:19]2[C:27]3[C:22](=[CH:23][CH:24]=[CH:25][CH:26]=3)[NH:21][C:20]2=[O:28])[O:15]1)[CH3:18]. (4) Given the reactants [Cl:1][C:2]1[CH:3]=[CH:4][C:5]([NH:12][C:13]([C:15]2[CH:20]=[CH:19][CH:18]=[C:17]([C:21]3[CH:25]=[CH:24][O:23][CH:22]=3)[CH:16]=2)=[O:14])=[C:6]([CH:11]=1)[C:7]([O:9]C)=[O:8].[OH-].[Na+].Cl, predict the reaction product. The product is: [Cl:1][C:2]1[CH:3]=[CH:4][C:5]([NH:12][C:13]([C:15]2[CH:20]=[CH:19][CH:18]=[C:17]([C:21]3[CH:25]=[CH:24][O:23][CH:22]=3)[CH:16]=2)=[O:14])=[C:6]([CH:11]=1)[C:7]([OH:9])=[O:8]. (5) Given the reactants [N+:1]([C:4]1[C:5]([C:9]([O:11]CC)=O)=[N:6][NH:7][CH:8]=1)([O-:3])=[O:2].[CH3:14][O:15][C:16]1[CH:23]=[CH:22][C:19]([CH2:20][NH2:21])=[CH:18][CH:17]=1, predict the reaction product. The product is: [CH3:14][O:15][C:16]1[CH:23]=[CH:22][C:19]([CH2:20][NH:21][C:9]([C:5]2[C:4]([N+:1]([O-:3])=[O:2])=[CH:8][NH:7][N:6]=2)=[O:11])=[CH:18][CH:17]=1. (6) Given the reactants [CH2:1]([C:8]1[CH:26]=[CH:25][C:11]([N:12]([C:19]2[CH:24]=[CH:23][CH:22]=[CH:21][CH:20]=2)[C:13]2[CH:18]=[CH:17][CH:16]=[CH:15][CH:14]=2)=[CH:10][CH:9]=1)[C:2]1[CH:7]=[CH:6][CH:5]=[CH:4][CH:3]=1.C([Li])CCC.Cl[Si:33]([CH3:36])([CH3:35])[CH3:34].CCCCCC, predict the reaction product. The product is: [C:13]1([N:12]([C:19]2[CH:20]=[CH:21][CH:22]=[CH:23][CH:24]=2)[C:11]2[CH:10]=[CH:9][C:8]([CH:1]([C:2]3[CH:3]=[CH:4][CH:5]=[CH:6][CH:7]=3)[Si:33]([CH3:36])([CH3:35])[CH3:34])=[CH:26][CH:25]=2)[CH:18]=[CH:17][CH:16]=[CH:15][CH:14]=1. (7) The product is: [NH2:2][C:3]1[C:12]2[N:13]=[C:14]([CH2:41][CH2:42][O:43][CH3:44])[N:15]([CH2:16][CH2:17][CH2:18][N:19]([CH2:24][C:25]3[CH:26]=[CH:27][C:28]([O:39][CH3:40])=[C:29]([CH:38]=3)[O:30][CH2:31][C:32]([O:34][CH:35]([CH3:37])[CH3:36])=[O:33])[C:20](=[O:23])[CH2:21][N:46]([CH3:47])[CH3:45])[C:11]=2[C:10]2[CH:9]=[CH:8][CH:7]=[CH:6][C:5]=2[N:4]=1. Given the reactants Cl.[NH2:2][C:3]1[C:12]2[N:13]=[C:14]([CH2:41][CH2:42][O:43][CH3:44])[N:15]([CH2:16][CH2:17][CH2:18][N:19]([CH2:24][C:25]3[CH:26]=[CH:27][C:28]([O:39][CH3:40])=[C:29]([CH:38]=3)[O:30][CH2:31][C:32]([O:34][CH:35]([CH3:37])[CH3:36])=[O:33])[C:20](=[O:23])[CH2:21]Cl)[C:11]=2[C:10]2[CH:9]=[CH:8][CH:7]=[CH:6][C:5]=2[N:4]=1.[CH3:45][NH:46][CH3:47], predict the reaction product.